Predict the reactants needed to synthesize the given product. From a dataset of Full USPTO retrosynthesis dataset with 1.9M reactions from patents (1976-2016). Given the product [C:4]([O:3][C:1](=[O:2])[N:8]([CH2:16][C:15]#[CH:14])[CH2:9][C:10]#[CH:11])([CH3:5])([CH3:6])[CH3:7], predict the reactants needed to synthesize it. The reactants are: [C:1]([NH:8][CH2:9][C:10]#[CH:11])([O:3][C:4]([CH3:7])([CH3:6])[CH3:5])=[O:2].[H-].[Na+].[CH2:14](Br)[C:15]#[CH:16].